Task: Predict the product of the given reaction.. Dataset: Forward reaction prediction with 1.9M reactions from USPTO patents (1976-2016) (1) Given the reactants [F:1][C:2]([F:9])([F:8])[CH:3]([CH3:7])[C:4](O)=[O:5].[CH3:10][O:11][CH2:12][CH2:13][O:14][C:15]1[CH:20]=[CH:19][C:18]([NH:21][C:22](=[O:32])[C:23]2[CH:28]=[C:27]([CH2:29][NH2:30])[CH:26]=[CH:25][C:24]=2[Cl:31])=[CH:17][C:16]=1[C:33]([NH:35][C:36]1[CH:41]=[CH:40][C:39]([Br:42])=[CH:38][CH:37]=1)=[O:34].CN(C(ON1N=NC2C=CC=CC1=2)=[N+](C)C)C.[B-](F)(F)(F)F, predict the reaction product. The product is: [CH3:10][O:11][CH2:12][CH2:13][O:14][C:15]1[CH:20]=[CH:19][C:18]([NH:21][C:22](=[O:32])[C:23]2[CH:28]=[C:27]([CH2:29][NH:30][C:4]([CH:3]([CH3:7])[C:2]([F:9])([F:8])[F:1])=[O:5])[CH:26]=[CH:25][C:24]=2[Cl:31])=[CH:17][C:16]=1[C:33]([NH:35][C:36]1[CH:41]=[CH:40][C:39]([Br:42])=[CH:38][CH:37]=1)=[O:34]. (2) Given the reactants Cl.[F:2][C:3]([F:25])([F:24])[C:4]1[CH:23]=[CH:22][CH:21]=[CH:20][C:5]=1[CH:6]([O:15][CH:16]1[CH2:19][NH:18][CH2:17]1)[C:7]1[CH:12]=[CH:11][C:10]([S:13][CH3:14])=[CH:9][CH:8]=1.[C:26]([N:30]=[C:31]=[O:32])([CH3:29])([CH3:28])[CH3:27].C(=O)([O-])[O-], predict the reaction product. The product is: [F:25][C:3]([F:2])([F:24])[C:4]1[CH:23]=[CH:22][CH:21]=[CH:20][C:5]=1[CH:6]([O:15][CH:16]1[CH2:19][N:18]([C:31]([NH:30][C:26]([CH3:29])([CH3:28])[CH3:27])=[O:32])[CH2:17]1)[C:7]1[CH:12]=[CH:11][C:10]([S:13][CH3:14])=[CH:9][CH:8]=1. (3) Given the reactants C([O:3][C:4](=[O:14])[C:5](=[C:7]1[CH2:12][C@@H:11]2[C@@H:9]([CH2:10]2)[C:8]1=O)[O-])C.[K+].[Br:16][C:17]1[CH:22]=[N:21][C:20]([NH:23][NH2:24])=[CH:19][N:18]=1, predict the reaction product. The product is: [Br:16][C:17]1[N:18]=[CH:19][C:20]([N:23]2[C:8]3[C@@H:9]4[CH2:10][C@@H:11]4[CH2:12][C:7]=3[C:5]([C:4]([OH:3])=[O:14])=[N:24]2)=[N:21][CH:22]=1. (4) Given the reactants [C:1]([OH:12])(=O)/[CH:2]=[CH:3]/[CH2:4][CH2:5][CH2:6][CH2:7][CH2:8][CH2:9][CH3:10].[CH3:13][N:14]([CH3:18])[CH2:15][CH2:16][NH2:17], predict the reaction product. The product is: [CH3:13][N:14]([CH3:18])[CH2:15][CH2:16][NH:17][C:1](=[O:12])/[CH:2]=[CH:3]/[CH2:4][CH2:5][CH2:6][CH2:7][CH2:8][CH2:9][CH3:10].